This data is from Forward reaction prediction with 1.9M reactions from USPTO patents (1976-2016). The task is: Predict the product of the given reaction. (1) Given the reactants [CH3:1][O:2][C:3]1[CH:4]=[C:5]2[O:9][C:8]([C:10]3[N:11]=[C:12]4[N:16]([CH:17]=3)[N:15]=[C:14]([O:18][CH3:19])[S:13]4)=[CH:7][C:6]2=[C:20]([OH:22])[CH:21]=1.O[CH2:24][C:25]1[N:26]=[C:27]([C:30]2([C:36]3[CH:46]=[CH:45][C:39]([C:40]([N:42]([CH3:44])[CH3:43])=[O:41])=[CH:38][CH:37]=3)[CH2:35][CH2:34][O:33][CH2:32][CH2:31]2)[S:28][CH:29]=1.C(P(CCCC)CCCC)CCC.C1CCN(C(N=NC(N2CCCCC2)=O)=O)CC1, predict the reaction product. The product is: [CH3:1][O:2][C:3]1[CH:21]=[C:20]([O:22][CH2:24][C:25]2[N:26]=[C:27]([C:30]3([C:36]4[CH:46]=[CH:45][C:39]([C:40]([N:42]([CH3:43])[CH3:44])=[O:41])=[CH:38][CH:37]=4)[CH2:35][CH2:34][O:33][CH2:32][CH2:31]3)[S:28][CH:29]=2)[C:6]2[CH:7]=[C:8]([C:10]3[N:11]=[C:12]4[N:16]([CH:17]=3)[N:15]=[C:14]([O:18][CH3:19])[S:13]4)[O:9][C:5]=2[CH:4]=1. (2) Given the reactants [NH2:1][CH2:2][C@@H:3]1[C@H:8]([CH3:9])[CH2:7][CH2:6][CH2:5][N:4]1[C:10]([C:12]1[CH:17]=[C:16]([CH3:18])[CH:15]=[CH:14][C:13]=1[Br:19])=[O:11].Cl[C:21]1[CH:26]=[CH:25][C:24]([C:27]([F:30])([F:29])[F:28])=[CH:23][N:22]=1, predict the reaction product. The product is: [Br:19][C:13]1[CH:14]=[CH:15][C:16]([CH3:18])=[CH:17][C:12]=1[C:10]([N:4]1[CH2:5][CH2:6][CH2:7][C@@H:8]([CH3:9])[C@H:3]1[CH2:2][NH:1][C:21]1[CH:26]=[CH:25][C:24]([C:27]([F:30])([F:29])[F:28])=[CH:23][N:22]=1)=[O:11]. (3) Given the reactants [CH2:1]([C:3]1[CH:8]=[CH:7][C:6]([CH:9]2[CH2:14][N:13]([C:15]([N:17]3[CH2:22][CH2:21][O:20][CH2:19][CH2:18]3)=[O:16])[CH2:12][CH:11]([C:23](O)=[O:24])[CH2:10]2)=[CH:5][CH:4]=1)[CH3:2].O[N:27]1[C:32]([CH3:33])=[CH:31][CH:30]=[CH:29][CH:28]1[C:34](=[NH:36])[NH2:35], predict the reaction product. The product is: [CH2:1]([C:3]1[CH:4]=[CH:5][C:6]([CH:9]2[CH2:10][CH:11]([C:23]3[O:24][N:36]=[C:34]([C:28]4[CH:29]=[CH:30][CH:31]=[C:32]([CH3:33])[N:27]=4)[N:35]=3)[CH2:12][N:13]([C:15]([N:17]3[CH2:22][CH2:21][O:20][CH2:19][CH2:18]3)=[O:16])[CH2:14]2)=[CH:7][CH:8]=1)[CH3:2]. (4) Given the reactants [CH3:1][C:2]1[C:7]([O:8][C:9]2[C:10]([NH:22][C:23]3[S:27][N:26]=[C:25]([CH:28]4[CH2:33][CH2:32][NH:31][CH2:30][CH2:29]4)[N:24]=3)=[N:11][CH:12]=[C:13]([S:15][C:16]3[CH:21]=[CH:20][CH:19]=[CH:18][N:17]=3)[CH:14]=2)=[CH:6][CH:5]=[CH:4][N:3]=1.[CH3:34][N:35]([CH3:40])[S:36]([Cl:39])(=[O:38])=[O:37], predict the reaction product. The product is: [ClH:39].[CH3:34][N:35]([CH3:40])[S:36]([N:31]1[CH2:32][CH2:33][CH:28]([C:25]2[N:24]=[C:23]([NH:22][C:10]3[C:9]([O:8][C:7]4[C:2]([CH3:1])=[N:3][CH:4]=[CH:5][CH:6]=4)=[CH:14][C:13]([S:15][C:16]4[CH:21]=[CH:20][CH:19]=[CH:18][N:17]=4)=[CH:12][N:11]=3)[S:27][N:26]=2)[CH2:29][CH2:30]1)(=[O:38])=[O:37]. (5) Given the reactants [OH:1][CH2:2][C:3]1[CH:4]=[C:5](B(O)O)[CH:6]=[CH:7][CH:8]=1.C(=O)([O-])[O-].[Na+].[Na+].[C:18]([NH:26][C:27]1[CH:39]=[C:38](Br)[CH:37]=[CH:36][C:28]=1[C:29]([O:31][C:32]([CH3:35])([CH3:34])[CH3:33])=[O:30])(=[O:25])[C:19]1[CH:24]=[CH:23][CH:22]=[CH:21][CH:20]=1, predict the reaction product. The product is: [C:18]([NH:26][C:27]1[CH:39]=[C:38]([C:7]2[CH:6]=[CH:5][CH:4]=[C:3]([CH2:2][OH:1])[CH:8]=2)[CH:37]=[CH:36][C:28]=1[C:29]([O:31][C:32]([CH3:35])([CH3:34])[CH3:33])=[O:30])(=[O:25])[C:19]1[CH:24]=[CH:23][CH:22]=[CH:21][CH:20]=1. (6) The product is: [CH:17]([C:20]1[CH:25]=[CH:24][C:23]([S:26]([NH:1][C:2]2[CH:16]=[CH:15][C:5]([CH2:6][CH:7]3[CH2:11][CH2:10][CH2:9][N:8]3[CH2:12][CH2:13][CH3:14])=[CH:4][CH:3]=2)(=[O:28])=[O:27])=[CH:22][CH:21]=1)([CH3:19])[CH3:18]. Given the reactants [NH2:1][C:2]1[CH:16]=[CH:15][C:5]([CH2:6][CH:7]2[CH2:11][CH2:10][CH2:9][N:8]2[CH2:12][CH2:13][CH3:14])=[CH:4][CH:3]=1.[CH:17]([C:20]1[CH:25]=[CH:24][C:23]([S:26](Cl)(=[O:28])=[O:27])=[CH:22][CH:21]=1)([CH3:19])[CH3:18].Cl, predict the reaction product. (7) Given the reactants C(O[C:4](=[O:21])[CH2:5][CH2:6][CH:7]([NH2:20])[C:8]1[CH:13]=[C:12]([CH3:14])[N:11]=[C:10]([N:15]2[CH:19]=[CH:18][N:17]=[CH:16]2)[N:9]=1)C.[C:22]([O:26][C:27](=[O:43])[N:28]([CH2:32][C:33]1[CH:42]=[CH:41][C:36]2[O:37][CH2:38][CH2:39][O:40][C:35]=2[CH:34]=1)[CH2:29][CH:30]=O)([CH3:25])([CH3:24])[CH3:23], predict the reaction product. The product is: [C:22]([O:26][C:27](=[O:43])[N:28]([CH2:32][C:33]1[CH:42]=[CH:41][C:36]2[O:37][CH2:38][CH2:39][O:40][C:35]=2[CH:34]=1)[CH2:29][CH2:30][N:20]1[C:4](=[O:21])[CH2:5][CH2:6][CH:7]1[C:8]1[CH:13]=[C:12]([CH3:14])[N:11]=[C:10]([N:15]2[CH:19]=[CH:18][N:17]=[CH:16]2)[N:9]=1)([CH3:23])([CH3:24])[CH3:25]. (8) Given the reactants [Br:1][C:2]1[CH:11]=[C:10]2[C:5]([CH:6]=[CH:7][C:8]([O:12][CH:13]([CH2:22][CH3:23])[C:14]([NH:16][C:17]([CH3:21])([CH3:20])[CH2:18][OH:19])=[O:15])=[CH:9]2)=[CH:4][CH:3]=1.C(N(CC)C(C)C)(C)C.[CH3:33][O:34][CH2:35]Br.[Cl-].[NH4+], predict the reaction product. The product is: [Br:1][C:2]1[CH:11]=[C:10]2[C:5]([CH:6]=[CH:7][C:8]([O:12][CH:13]([CH2:22][CH3:23])[C:14]([NH:16][C:17]([CH3:20])([CH3:21])[CH2:18][O:19][CH2:33][O:34][CH3:35])=[O:15])=[CH:9]2)=[CH:4][CH:3]=1. (9) Given the reactants [CH3:1][C:2]1[C:11]2[C:6](=[CH:7][CH:8]=[CH:9][CH:10]=2)[CH:5]=[N:4][C:3]=1[N:12]([CH2:27][C:28]1[CH:33]=[CH:32][C:31]([O:34][C:35]([F:38])([F:37])[F:36])=[CH:30][CH:29]=1)[S:13]([C:16]1[CH:26]=[CH:25][C:19]([C:20]([O:22]CC)=[O:21])=[CH:18][CH:17]=1)(=[O:15])=[O:14].[OH-].[Na+:40], predict the reaction product. The product is: [CH3:1][C:2]1[C:11]2[C:6](=[CH:7][CH:8]=[CH:9][CH:10]=2)[CH:5]=[N:4][C:3]=1[N:12]([CH2:27][C:28]1[CH:29]=[CH:30][C:31]([O:34][C:35]([F:38])([F:36])[F:37])=[CH:32][CH:33]=1)[S:13]([C:16]1[CH:17]=[CH:18][C:19]([C:20]([O-:22])=[O:21])=[CH:25][CH:26]=1)(=[O:15])=[O:14].[Na+:40].